This data is from Forward reaction prediction with 1.9M reactions from USPTO patents (1976-2016). The task is: Predict the product of the given reaction. (1) Given the reactants C[O:2][C:3](=[O:21])[CH:4]([C:14]1[C:15]([Cl:20])=[N:16][CH:17]=[CH:18][CH:19]=1)[N:5]1[CH2:10][CH2:9][N:8]2[CH2:11][CH2:12][CH2:13][C@@H:7]2[CH2:6]1.[OH-].[K+].[OH-].[Na+], predict the reaction product. The product is: [NH4+:5].[Cl:20][C:15]1[C:14]([CH:4]([N:5]2[CH2:10][CH2:9][N:8]3[CH2:11][CH2:12][CH2:13][C@@H:7]3[CH2:6]2)[C:3]([O-:21])=[O:2])=[CH:19][CH:18]=[CH:17][N:16]=1. (2) Given the reactants Cl.[Cl:2][C:3]1[N:4]=[N:5][C:6]([O:9][CH2:10][CH:11]2[CH2:16][CH2:15][NH:14][CH2:13][CH2:12]2)=[CH:7][CH:8]=1.[CH3:17][C:18]1([CH3:21])[CH2:20][O:19]1.C([O-])([O-])=O.[K+].[K+], predict the reaction product. The product is: [Cl:2][C:3]1[N:4]=[N:5][C:6]([O:9][CH2:10][CH:11]2[CH2:16][CH2:15][N:14]([CH2:17][C:18]([CH3:21])([OH:19])[CH3:20])[CH2:13][CH2:12]2)=[CH:7][CH:8]=1. (3) Given the reactants Cl.[NH:2]1[C@@H:10]2[C@H:5]([CH2:6][CH2:7][CH2:8][CH2:9]2)C[C@H]1C(OCC1C=CC=CC=1)=O.[CH3:21][OH:22], predict the reaction product. The product is: [NH2:2][C@H:10]1[CH2:5][CH2:6][CH2:7][CH2:8][C@@H:9]1[CH2:21][OH:22]. (4) Given the reactants CO[C:3](=[O:21])[C:4]([C:6]1[C:14]2[C:9](=[CH:10][C:11]([C:15]3[CH:16]=[N:17][CH:18]=[CH:19][CH:20]=3)=[CH:12][CH:13]=2)[NH:8][CH:7]=1)=O.[C:22]1([CH2:34][C:35]([NH2:37])=[O:36])[C:32]2=[C:33]3[C:28](=[CH:29][CH:30]=[CH:31]2)[CH2:27][CH2:26][CH2:25][N:24]3[CH:23]=1, predict the reaction product. The product is: [C:22]1([C:34]2[C:35](=[O:36])[NH:37][C:3](=[O:21])[C:4]=2[C:6]2[C:14]3[C:9](=[CH:10][C:11]([C:15]4[CH:16]=[N:17][CH:18]=[CH:19][CH:20]=4)=[CH:12][CH:13]=3)[NH:8][CH:7]=2)[C:32]2=[C:33]3[C:28](=[CH:29][CH:30]=[CH:31]2)[CH2:27][CH2:26][CH2:25][N:24]3[CH:23]=1. (5) The product is: [C:1]([O:5][C:6](=[O:25])[NH:7][C:8]1[CH:13]=[CH:12][C:11]([C:14]2[CH:19]=[CH:18][C:17]([C:20]#[N:21])=[CH:16][CH:15]=2)=[CH:10][C:9]=1[NH2:22])([CH3:4])([CH3:2])[CH3:3]. Given the reactants [C:1]([O:5][C:6](=[O:25])[NH:7][C:8]1[CH:13]=[CH:12][C:11]([C:14]2[CH:19]=[CH:18][C:17]([C:20]#[N:21])=[CH:16][CH:15]=2)=[CH:10][C:9]=1[N+:22]([O-])=O)([CH3:4])([CH3:3])[CH3:2].O.O.Cl[Sn]Cl, predict the reaction product. (6) Given the reactants [F:1][C:2]1[C:10]([N+:11]([O-:13])=[O:12])=[CH:9][CH:8]=[C:7]2[C:3]=1[C:4]([CH3:16])([CH3:15])[C:5](=[O:14])[NH:6]2.FC(F)(F)S(O[CH2:23][C:24]([F:27])([F:26])[F:25])(=O)=O.C(=O)([O-])[O-].[K+].[K+].CN(C=O)C, predict the reaction product. The product is: [F:1][C:2]1[C:10]([N+:11]([O-:13])=[O:12])=[CH:9][CH:8]=[C:7]2[C:3]=1[C:4]([CH3:16])([CH3:15])[C:5](=[O:14])[N:6]2[CH2:23][C:24]([F:27])([F:26])[F:25]. (7) The product is: [NH:8]1[CH2:9][CH:10]=[C:11]([C:14]2[CH:23]=[CH:22][C:21]3[C:16](=[CH:17][CH:18]=[CH:19][CH:20]=3)[N:15]=2)[CH2:12][CH2:13]1. Given the reactants C(OC([N:8]1[CH2:13][CH:12]=[C:11]([C:14]2[CH:23]=[CH:22][C:21]3[C:16](=[CH:17][CH:18]=[CH:19][CH:20]=3)[N:15]=2)[CH2:10][CH2:9]1)=O)(C)(C)C.FC(F)(F)C(O)=O, predict the reaction product. (8) Given the reactants [NH2:1][C:2]1[CH:7]=[CH:6][C:5]([C:8](=[O:25])[CH2:9][N:10]2[C:14](=[O:15])[C:13]([CH2:22][CH3:23])([C:16]3[CH:21]=[CH:20][CH:19]=[CH:18][CH:17]=3)[NH:12][C:11]2=[O:24])=[CH:4][CH:3]=1.[O:26]1[CH2:30][CH2:29][CH:28]([C:31](Cl)=[O:32])[CH2:27]1, predict the reaction product. The product is: [CH2:22]([C:13]1([C:16]2[CH:21]=[CH:20][CH:19]=[CH:18][CH:17]=2)[C:14](=[O:15])[N:10]([CH2:9][C:8]([C:5]2[CH:6]=[CH:7][C:2]([NH:1][C:31]([CH:28]3[CH2:29][CH2:30][O:26][CH2:27]3)=[O:32])=[CH:3][CH:4]=2)=[O:25])[C:11](=[O:24])[NH:12]1)[CH3:23]. (9) Given the reactants [Br:1][C:2]1[CH:3]=[CH:4][C:5]([F:25])=[C:6]([C:8]([NH:18]S(C(C)(C)C)=O)([CH3:17])[CH2:9][C:10]2([OH:16])[CH2:15][CH2:14][O:13][CH2:12][CH2:11]2)[CH:7]=1.Cl, predict the reaction product. The product is: [NH2:18][C:8]([C:6]1[CH:7]=[C:2]([Br:1])[CH:3]=[CH:4][C:5]=1[F:25])([CH3:17])[CH2:9][C:10]1([OH:16])[CH2:11][CH2:12][O:13][CH2:14][CH2:15]1.